From a dataset of Reaction yield outcomes from USPTO patents with 853,638 reactions. Predict the reaction yield, written as a fraction of the theoretical maximum amount of product (1.0 means a 100% yield; for example, 0.34 means a 34% yield). The reactants are [C:1]([C:3]1[CH:4]=[CH:5][C:6]([S:13][C:14]2[CH:19]=[C:18]([Cl:20])[CH:17]=[CH:16][C:15]=2[Cl:21])=[C:7]([S:9](Cl)(=[O:11])=[O:10])[CH:8]=1)#[N:2].[CH3:22][N:23]([CH3:30])[CH:24]1[CH2:29][CH2:28][NH:27][CH2:26][CH2:25]1.CCOC(C)=O.O. The catalyst is C(Cl)Cl. The product is [Cl:21][C:15]1[CH:16]=[CH:17][C:18]([Cl:20])=[CH:19][C:14]=1[S:13][C:6]1[CH:5]=[CH:4][C:3]([C:1]#[N:2])=[CH:8][C:7]=1[S:9]([N:27]1[CH2:28][CH2:29][CH:24]([N:23]([CH3:30])[CH3:22])[CH2:25][CH2:26]1)(=[O:11])=[O:10]. The yield is 0.560.